This data is from Reaction yield outcomes from USPTO patents with 853,638 reactions. The task is: Predict the reaction yield, written as a fraction of the theoretical maximum amount of product (1.0 means a 100% yield; for example, 0.34 means a 34% yield). The reactants are [N+:1]([C:4]1[C:8]([C:9]2[CH:14]=[C:13]([C:15]([F:18])([F:17])[F:16])[CH:12]=[CH:11][C:10]=2[OH:19])=[CH:7][N:6]([CH:20]2[CH2:25][CH2:24][CH2:23][CH2:22][O:21]2)[N:5]=1)([O-:3])=[O:2].C(=O)([O-])[O-].[K+].[K+].[Cl:32][C:33]1[C:34](F)=[CH:35][C:36]([F:55])=[C:37]([S:39]([N:42]([C:50]2[N:51]=[CH:52][S:53][CH:54]=2)[C:43](=[O:49])[O:44][C:45]([CH3:48])([CH3:47])[CH3:46])(=[O:41])=[O:40])[CH:38]=1. The catalyst is CS(C)=O.C(OCC)(=O)C.ClC1C(F)=CC(F)=C(S(N(C2N=CSC=2)C(=O)OC(C)(C)C)(=O)=O)C=1. The product is [Cl:32][C:33]1[C:34]([O:19][C:10]2[CH:11]=[CH:12][C:13]([C:15]([F:17])([F:18])[F:16])=[CH:14][C:9]=2[C:8]2[C:4]([N+:1]([O-:3])=[O:2])=[N:5][N:6]([CH:20]3[CH2:25][CH2:24][CH2:23][CH2:22][O:21]3)[CH:7]=2)=[CH:35][C:36]([F:55])=[C:37]([S:39]([N:42]([C:50]2[N:51]=[CH:52][S:53][CH:54]=2)[C:43](=[O:49])[O:44][C:45]([CH3:48])([CH3:47])[CH3:46])(=[O:41])=[O:40])[CH:38]=1. The yield is 0.700.